Dataset: Forward reaction prediction with 1.9M reactions from USPTO patents (1976-2016). Task: Predict the product of the given reaction. (1) The product is: [Cl:1][C:2]1[CH:7]=[C:6]([F:8])[C:5]([N:9]2[C:14](=[O:15])[CH:13]=[C:12]([C:16]([F:19])([F:18])[F:17])[N:11]([CH3:20])[C:10]2=[O:21])=[CH:4][C:3]=1[N:22]=[C:23]1[N:27]([CH2:28][C:29]([OH:31])=[O:30])[C:26](=[O:36])[CH2:25][S:24]1. Given the reactants [Cl:1][C:2]1[CH:7]=[C:6]([F:8])[C:5]([N:9]2[C:14](=[O:15])[CH:13]=[C:12]([C:16]([F:19])([F:18])[F:17])[N:11]([CH3:20])[C:10]2=[O:21])=[CH:4][C:3]=1[N:22]=[C:23]1[N:27]([CH2:28][C:29]([O:31]C(C)(C)C)=[O:30])[C:26](=[O:36])[CH2:25][S:24]1, predict the reaction product. (2) Given the reactants Br[C:2]1[CH:3]=[C:4]([C:7]([O:9][CH2:10][CH3:11])=[O:8])[O:5][CH:6]=1.[Cl:12][C:13]1[CH:14]=[C:15](B(O)O)[CH:16]=[CH:17][CH:18]=1.C(=O)([O-])[O-].[Na+].[Na+], predict the reaction product. The product is: [Cl:12][C:13]1[CH:18]=[C:17]([C:2]2[CH:3]=[C:4]([C:7]([O:9][CH2:10][CH3:11])=[O:8])[O:5][CH:6]=2)[CH:16]=[CH:15][CH:14]=1. (3) Given the reactants [Cl:1][C:2]1[C:11]([CH:12]([NH:14]S(C(C)(C)C)=O)[CH3:13])=[CH:10][C:9]2[C:4](=[CH:5][C:6]([F:22])=[C:7]([Cl:21])[CH:8]=2)[N:3]=1.Cl.[O:24]1CCOCC1, predict the reaction product. The product is: [ClH:1].[NH2:14][CH:12]([C:11]1[C:2](=[O:24])[NH:3][C:4]2[C:9]([CH:10]=1)=[CH:8][C:7]([Cl:21])=[C:6]([F:22])[CH:5]=2)[CH3:13]. (4) The product is: [NH2:27][C:22]1[CH:21]=[C:20]([CH:25]=[CH:24][C:23]=1[CH3:26])[C:19]([NH:18][C:12]1[S:11][C:10]([NH:9][C:6]2[CH:5]=[CH:4][C:3]([O:2][CH3:1])=[CH:8][CH:7]=2)=[N:14][C:13]=1[C:15]([NH2:17])=[O:16])=[O:30]. Given the reactants [CH3:1][O:2][C:3]1[CH:8]=[CH:7][C:6]([NH:9][C:10]2[S:11][C:12]([NH:18][C:19](=[O:30])[C:20]3[CH:25]=[CH:24][C:23]([CH3:26])=[C:22]([N+:27]([O-])=O)[CH:21]=3)=[C:13]([C:15]([NH2:17])=[O:16])[N:14]=2)=[CH:5][CH:4]=1, predict the reaction product. (5) Given the reactants [NH2:1][C:2]1[N:7]=[C:6]([C:8]2[O:9][CH:10]=[CH:11][CH:12]=2)[C:5]([C:13]#[N:14])=[C:4](S(C)=O)[N:3]=1.[NH2:18][C:19]1[CH:26]=[CH:25][C:22]([CH2:23][NH2:24])=[CH:21][CH:20]=1, predict the reaction product. The product is: [NH2:1][C:2]1[N:3]=[C:4]([NH:24][CH2:23][C:22]2[CH:25]=[CH:26][C:19]([NH2:18])=[CH:20][CH:21]=2)[C:5]([C:13]#[N:14])=[C:6]([C:8]2[O:9][CH:10]=[CH:11][CH:12]=2)[N:7]=1. (6) Given the reactants [CH3:1][NH:2][CH3:3].[CH3:4][C:5]1[N:6]=[C:7]([NH:10][C:11]2[CH:18]=[C:17]([O:19][C:20]3[C:29]4[C:24](=[CH:25][CH:26]=[CH:27][CH:28]=4)[CH:23]=[CH:22][CH:21]=3)[C:14]([CH:15]=O)=[CH:13][N:12]=2)[S:8][CH:9]=1.C(O[BH-](OC(=O)C)OC(=O)C)(=O)C.[Na+], predict the reaction product. The product is: [CH3:1][N:2]([CH2:15][C:14]1[C:17]([O:19][C:20]2[C:29]3[C:24](=[CH:25][CH:26]=[CH:27][CH:28]=3)[CH:23]=[CH:22][CH:21]=2)=[CH:18][C:11]([NH:10][C:7]2[S:8][CH:9]=[C:5]([CH3:4])[N:6]=2)=[N:12][CH:13]=1)[CH3:3].